This data is from Full USPTO retrosynthesis dataset with 1.9M reactions from patents (1976-2016). The task is: Predict the reactants needed to synthesize the given product. Given the product [Cl:49][C:50]1[CH:57]=[CH:56][C:53]([CH2:54][NH:55][C:13](=[O:15])[CH2:12][CH:4]2[C:5](=[O:11])[O:6][C:7]([CH3:9])([CH3:10])[CH2:8][N:3]2[CH2:1][CH3:2])=[CH:52][CH:51]=1, predict the reactants needed to synthesize it. The reactants are: [CH2:1]([N:3]1[CH2:8][C:7]([CH3:10])([CH3:9])[O:6][C:5](=[O:11])[CH:4]1[CH2:12][C:13]([OH:15])=O)[CH3:2].C(N(C(C)C)CC)(C)C.CN(C(ON1N=NC2C=CC=NC1=2)=[N+](C)C)C.F[P-](F)(F)(F)(F)F.[Cl:49][C:50]1[CH:57]=[CH:56][C:53]([CH2:54][NH2:55])=[CH:52][CH:51]=1.